Dataset: Peptide-MHC class I binding affinity with 185,985 pairs from IEDB/IMGT. Task: Regression. Given a peptide amino acid sequence and an MHC pseudo amino acid sequence, predict their binding affinity value. This is MHC class I binding data. (1) The peptide sequence is FVKDWMERI. The MHC is HLA-A26:01 with pseudo-sequence HLA-A26:01. The binding affinity (normalized) is 0.587. (2) The peptide sequence is AINSVPWSK. The MHC is HLA-A68:01 with pseudo-sequence HLA-A68:01. The binding affinity (normalized) is 0.308. (3) The binding affinity (normalized) is 0. The MHC is HLA-B54:01 with pseudo-sequence HLA-B54:01. The peptide sequence is SNFTSTTVK.